Dataset: Catalyst prediction with 721,799 reactions and 888 catalyst types from USPTO. Task: Predict which catalyst facilitates the given reaction. Reactant: [Br:1][C:2]1[S:6][C:5]([C:7]([C@H:9]2[CH2:14][CH2:13][C@H:12]([C:15]([O:17][CH2:18][CH3:19])=[O:16])[CH2:11][CH2:10]2)=[O:8])=[N:4][CH:3]=1.[CH2:20]([Mg]Br)[CH3:21]. Product: [Br:1][C:2]1[S:6][C:5]([C:7]([C@H:9]2[CH2:10][CH2:11][C@H:12]([C:15]([O:17][CH2:18][CH3:19])=[O:16])[CH2:13][CH2:14]2)([OH:8])[CH2:20][CH3:21])=[N:4][CH:3]=1. The catalyst class is: 249.